This data is from Forward reaction prediction with 1.9M reactions from USPTO patents (1976-2016). The task is: Predict the product of the given reaction. (1) Given the reactants C([Si](C)(C)[O:6][C@@H:7]1[CH2:12][CH2:11][C@H:10]([C:13]2[CH:18]=[CH:17][C:16]([N:19]3[CH2:23][CH2:22][C:21]4([CH2:28][CH2:27][O:26][CH2:25][CH2:24]4)[C:20]3=[O:29])=[CH:15][CH:14]=2)[CH2:9][CH2:8]1)(C)(C)C.CCCC[N+](CCCC)(CCCC)CCCC.[F-].CO, predict the reaction product. The product is: [OH:6][CH:7]1[CH2:8][CH2:9][CH:10]([C:13]2[CH:14]=[CH:15][C:16]([N:19]3[CH2:23][CH2:22][C:21]4([CH2:24][CH2:25][O:26][CH2:27][CH2:28]4)[C:20]3=[O:29])=[CH:17][CH:18]=2)[CH2:11][CH2:12]1. (2) Given the reactants [Br:1][C:2]1[CH:7]=[CH:6][C:5]([S:8]([N:11]2[C:19]3[C:14](=[CH:15][CH:16]=[CH:17][CH:18]=3)[CH:13]=[C:12]2[C:20](OCC)=[O:21])(=[O:10])=[O:9])=[CH:4][CH:3]=1.[H-].C1(C)C=CC=CC=1.O.O.O.O.O.O.O.O.O.O.S([O-])([O-])(=O)=O.[Na+].[Na+].S([O-])([O-])(=O)=O.[Na+].[Na+], predict the reaction product. The product is: [Br:1][C:2]1[CH:7]=[CH:6][C:5]([S:8]([N:11]2[C:19]3[C:14](=[CH:15][CH:16]=[CH:17][CH:18]=3)[CH:13]=[C:12]2[CH2:20][OH:21])(=[O:9])=[O:10])=[CH:4][CH:3]=1. (3) The product is: [CH3:9][O:8][C:6]1[CH:5]=[CH:4][C:3]([CH:10]2[CH2:19][CH2:18][C:17]3[CH:16]=[C:15]([OH:20])[CH:14]=[CH:13][C:12]=3[CH2:11]2)=[C:2]([NH:1][CH3:21])[CH:7]=1. Given the reactants [NH2:1][C:2]1[CH:7]=[C:6]([O:8][CH3:9])[CH:5]=[CH:4][C:3]=1[CH:10]1[CH2:19][CH2:18][C:17]2[CH:16]=[C:15]([OH:20])[CH:14]=[CH:13][C:12]=2[CH2:11]1.[CH:21](O)=O, predict the reaction product.